From a dataset of Catalyst prediction with 721,799 reactions and 888 catalyst types from USPTO. Predict which catalyst facilitates the given reaction. (1) Reactant: C(NC(C)C)(C)C.[C:8]([O:12][C:13](=[O:15])[CH3:14])([CH3:11])([CH3:10])[CH3:9].[O:16]([C:23]1[CH:33]=[CH:32][C:26]([C:27](OCC)=[O:28])=[CH:25][CH:24]=1)[C:17]1[CH:22]=[CH:21][CH:20]=[CH:19][CH:18]=1.[NH4+].[Cl-]. Product: [O:28]=[C:27]([C:26]1[CH:32]=[CH:33][C:23]([O:16][C:17]2[CH:18]=[CH:19][CH:20]=[CH:21][CH:22]=2)=[CH:24][CH:25]=1)[CH2:14][C:13]([O:12][C:8]([CH3:11])([CH3:10])[CH3:9])=[O:15]. The catalyst class is: 7. (2) The catalyst class is: 4. Reactant: [Br:1][C:2]1[CH:3]=[N:4][CH:5]=[C:6]([CH:11]=1)[C:7]([O:9][CH3:10])=[O:8].ClC1C=C(C=CC=1)C(OO)=[O:17]. Product: [Br:1][C:2]1[CH:3]=[N+:4]([O-:17])[CH:5]=[C:6]([C:7]([O:9][CH3:10])=[O:8])[CH:11]=1. (3) Reactant: [CH2:1]([N:4]1[C:13](=[O:14])[C:12]2[C:7](=[N:8][C:9]([N:15]3[CH:19]=CN=C3)=[N:10][CH:11]=2)[N:6]([CH:20]([CH3:22])[CH3:21])[C:5]1=[O:23])[CH:2]=[CH2:3].NC1[CH:30]=[CH:29][C:28]([N:31]2[CH2:36][CH2:35][N:34]([CH3:37])[CH2:33][CH2:32]2)=[CH:27][CH:26]=1. Product: [CH2:1]([N:4]1[C:13](=[O:14])[C:12]2[C:7](=[N:8][C:9]([NH:15][C:19]3[CH:30]=[CH:29][C:28]([N:31]4[CH2:36][CH2:35][N:34]([CH3:37])[CH2:33][CH2:32]4)=[CH:27][CH:26]=3)=[N:10][CH:11]=2)[N:6]([CH:20]([CH3:22])[CH3:21])[C:5]1=[O:23])[CH:2]=[CH2:3]. The catalyst class is: 22. (4) Reactant: [CH3:1][O:2][C:3]1[CH:10]=[C:9](B2OC(C)(C)C(C)(C)O2)[CH:8]=[CH:7][C:4]=1[C:5]#[N:6].Br[C:21]1[CH:22]=[N:23][CH:24]=[CH:25][C:26]=1[CH:27]([OH:29])[CH3:28].C(Cl)Cl.C([O-])([O-])=O.[Na+].[Na+]. Product: [OH:29][CH:27]([C:26]1[CH:25]=[CH:24][N:23]=[CH:22][C:21]=1[C:9]1[CH:8]=[CH:7][C:4]([C:5]#[N:6])=[C:3]([O:2][CH3:1])[CH:10]=1)[CH3:28]. The catalyst class is: 151. (5) Reactant: C([N:11]1[CH2:15][CH2:14][C@H:13]([N:16]([CH:27]2[CH2:32][CH2:31][CH2:30][CH2:29][CH2:28]2)[C:17](=[O:26])[C:18]([CH3:25])([CH3:24])[CH2:19][O:20][C:21](=[O:23])[CH3:22])[CH2:12]1)(OCC1C=CC=CC=1)=O. Product: [CH:27]1([N:16]([C:17](=[O:26])[C:18]([CH3:25])([CH3:24])[CH2:19][O:20][C:21](=[O:23])[CH3:22])[C@H:13]2[CH2:14][CH2:15][NH:11][CH2:12]2)[CH2:28][CH2:29][CH2:30][CH2:31][CH2:32]1. The catalyst class is: 505. (6) Reactant: C12(CS(O)(=O)=O)C(C)(C)C(CC1)CC2=O.[CH2:16]([O:23][C:24]([C@@H:26]1[CH2:31][CH2:30][C:29](=[N:32][O:33][CH2:34][C:35]2[CH:40]=[CH:39][CH:38]=[CH:37][CH:36]=2)[CH2:28][NH:27]1)=[O:25])[C:17]1[CH:22]=[CH:21][CH:20]=[CH:19][CH:18]=1.B.O1CCCC1. Product: [CH2:16]([O:23][C:24]([C@@H:26]1[CH2:31][CH2:30][C@@H:29]([NH:32][O:33][CH2:34][C:35]2[CH:40]=[CH:39][CH:38]=[CH:37][CH:36]=2)[CH2:28][NH:27]1)=[O:25])[C:17]1[CH:18]=[CH:19][CH:20]=[CH:21][CH:22]=1. The catalyst class is: 7. (7) Reactant: [CH2:1]([NH:8][C:9]([C:11]1[S:15][C:14]([C:16]2[NH:17][N:18]=[CH:19][CH:20]=2)=[N:13][C:12]=1[CH3:21])=[O:10])[C:2]1[CH:7]=[CH:6][CH:5]=[CH:4][CH:3]=1.[F:22][C:23]1[CH:32]=[CH:31][C:26]([O:27][CH2:28][CH2:29]Br)=[CH:25][CH:24]=1.C(=O)([O-])[O-].[K+].[K+]. Product: [CH2:1]([NH:8][C:9]([C:11]1[S:15][C:14]([C:16]2[CH:20]=[CH:19][N:18]([CH2:29][CH2:28][O:27][C:26]3[CH:31]=[CH:32][C:23]([F:22])=[CH:24][CH:25]=3)[N:17]=2)=[N:13][C:12]=1[CH3:21])=[O:10])[C:2]1[CH:3]=[CH:4][CH:5]=[CH:6][CH:7]=1. The catalyst class is: 148. (8) Reactant: Br[C:2]1[CH:7]=[CH:6][C:5]([F:8])=[CH:4][C:3]=1[CH3:9].C([Li])CCC.[C:15](=[O:17])=[O:16]. Product: [F:8][C:5]1[CH:6]=[CH:7][C:2]([C:15]([OH:17])=[O:16])=[C:3]([CH3:9])[CH:4]=1. The catalyst class is: 27. (9) Reactant: CS([O:5][CH2:6][CH2:7][CH2:8][CH2:9][C:10]([CH3:14])=[C:11]([F:13])[F:12])(=O)=O.[N:15]1[S:19][N:18]=[C:17]2[CH:20]=[C:21]([C:24](O)=[O:25])[CH:22]=[CH:23][C:16]=12.C(=O)([O-])O.[Na+]. Product: [N:15]1[S:19][N:18]=[C:17]2[CH:20]=[C:21]([C:24]([O:5][CH2:6][CH2:7][CH2:8][CH2:9][C:10]([CH3:14])=[C:11]([F:13])[F:12])=[O:25])[CH:22]=[CH:23][C:16]=12. The catalyst class is: 35. (10) Reactant: Cl[C:2]1[N:11]=[C:10]([NH:12][CH2:13][CH:14]([C:21]2[CH:26]=[CH:25][CH:24]=[CH:23][CH:22]=2)[C:15]2[CH:20]=[CH:19][N:18]=[CH:17][CH:16]=2)[C:9]2[C:4](=[CH:5][CH:6]=[CH:7][CH:8]=2)[N:3]=1.[CH3:27][C:28]1[C:33](B(O)O)=[CH:32][N:31]2[CH:37]=[CH:38][N:39]=[C:30]2[CH:29]=1.C(NC1C2C(=CC=CC=2)N=C(C2SC3C=CC=CC=3C=2)N=1)(C1C=CC=CC=1)C1C=CC=CC=1. Product: [CH3:27][C:28]1[C:33]([C:2]2[N:11]=[C:10]([NH:12][CH2:13][CH:14]([C:21]3[CH:26]=[CH:25][CH:24]=[CH:23][CH:22]=3)[C:15]3[CH:20]=[CH:19][N:18]=[CH:17][CH:16]=3)[C:9]3[C:4](=[CH:5][CH:6]=[CH:7][CH:8]=3)[N:3]=2)=[CH:32][N:31]2[CH:37]=[CH:38][N:39]=[C:30]2[CH:29]=1. The catalyst class is: 147.